This data is from NCI-60 drug combinations with 297,098 pairs across 59 cell lines. The task is: Regression. Given two drug SMILES strings and cell line genomic features, predict the synergy score measuring deviation from expected non-interaction effect. Drug 1: COC1=CC(=CC(=C1O)OC)C2C3C(COC3=O)C(C4=CC5=C(C=C24)OCO5)OC6C(C(C7C(O6)COC(O7)C8=CC=CS8)O)O. Drug 2: CC1=C(C(=O)C2=C(C1=O)N3CC4C(C3(C2COC(=O)N)OC)N4)N. Cell line: RXF 393. Synergy scores: CSS=22.4, Synergy_ZIP=3.21, Synergy_Bliss=9.85, Synergy_Loewe=2.60, Synergy_HSA=7.30.